This data is from Catalyst prediction with 721,799 reactions and 888 catalyst types from USPTO. The task is: Predict which catalyst facilitates the given reaction. (1) Reactant: Cl.[CH2:2]1[CH:6]2[CH2:7][NH:8][CH2:9][CH:5]2[CH2:4][N:3]1[C:10]1[S:11][C:12]([C:15]2[N:16]=[N:17][N:18]([CH2:20][C:21]([O:23][CH2:24][CH3:25])=[O:22])[N:19]=2)=[CH:13][N:14]=1.C1C=CC(P(C2C(C3C(P(C4C=CC=CC=4)C4C=CC=CC=4)=CC=C4C=3C=CC=C4)=C3C(C=CC=C3)=CC=2)C2C=CC=CC=2)=CC=1.C(=O)([O-])[O-].[Cs+].[Cs+].[Cl:78][C:79]1[CH:84]=[CH:83][CH:82]=[CH:81][C:80]=1I. Product: [Cl:78][C:79]1[CH:84]=[CH:83][CH:82]=[CH:81][C:80]=1[N:8]1[CH2:7][CH:6]2[CH2:2][N:3]([C:10]3[S:11][C:12]([C:15]4[N:16]=[N:17][N:18]([CH2:20][C:21]([O:23][CH2:24][CH3:25])=[O:22])[N:19]=4)=[CH:13][N:14]=3)[CH2:4][CH:5]2[CH2:9]1. The catalyst class is: 164. (2) Reactant: [CH3:1][S:2](Cl)(=[O:4])=[O:3].[CH2:6]([O:8][CH2:9][C:10]1[N:11]([CH2:23][C:24]2([NH2:30])[CH2:29][CH2:28][CH2:27][CH2:26][CH2:25]2)[C:12]2[C:21]3[CH:20]=[CH:19][CH:18]=[CH:17][C:16]=3[N:15]=[CH:14][C:13]=2[N:22]=1)[CH3:7].N1C=CC=CC=1. Product: [CH2:6]([O:8][CH2:9][C:10]1[N:11]([CH2:23][C:24]2([NH:30][S:2]([CH3:1])(=[O:4])=[O:3])[CH2:29][CH2:28][CH2:27][CH2:26][CH2:25]2)[C:12]2[C:21]3[CH:20]=[CH:19][CH:18]=[CH:17][C:16]=3[N:15]=[CH:14][C:13]=2[N:22]=1)[CH3:7]. The catalyst class is: 119.